This data is from Full USPTO retrosynthesis dataset with 1.9M reactions from patents (1976-2016). The task is: Predict the reactants needed to synthesize the given product. (1) Given the product [NH2:1][C:2]1[C:3]2[N:4]([C:8]([C@@H:26]3[CH2:31][CH2:30][CH2:29][N:28]([S:40]([CH3:39])(=[O:42])=[O:41])[CH2:27]3)=[N:9][C:10]=2[C:11]2[CH:25]=[CH:24][C:14]([C:15]([NH:17][C:18]3[CH:23]=[CH:22][CH:21]=[CH:20][N:19]=3)=[O:16])=[CH:13][CH:12]=2)[CH:5]=[CH:6][N:7]=1, predict the reactants needed to synthesize it. The reactants are: [NH2:1][C:2]1[C:3]2[N:4]([C:8]([C@@H:26]3[CH2:31][CH2:30][CH2:29][NH:28][CH2:27]3)=[N:9][C:10]=2[C:11]2[CH:25]=[CH:24][C:14]([C:15]([NH:17][C:18]3[CH:23]=[CH:22][CH:21]=[CH:20][N:19]=3)=[O:16])=[CH:13][CH:12]=2)[CH:5]=[CH:6][N:7]=1.C(N(CC)CC)C.[CH3:39][S:40](Cl)(=[O:42])=[O:41]. (2) Given the product [CH:10]1[C:16]([NH2:17])=[N:15][C:13](=[O:14])[N:12]([CH2:18][C@H:19]([O:22][CH2:23][P:24]([OH:27])([OH:26])=[O:25])[CH2:20][OH:21])[CH:11]=1.[CH3:1][CH2:2][N:3]([CH:7]([CH3:9])[CH3:8])[CH:4]([CH3:6])[CH3:5], predict the reactants needed to synthesize it. The reactants are: [CH3:1][CH2:2][N:3]([CH:7]([CH3:9])[CH3:8])[CH:4]([CH3:6])[CH3:5].[CH:10]1[C:16]([NH2:17])=[N:15][C:13](=[O:14])[N:12]([CH2:18][C@H:19]([O:22][CH2:23][P:24]([OH:27])([OH:26])=[O:25])[CH2:20][OH:21])[CH:11]=1. (3) Given the product [CH3:24][N:25]([CH2:12][C:9]1[C:10](=[O:11])[N:5]([CH2:1][CH:2]([CH3:4])[CH3:3])[N:6]=[C:7]([C:18]2[CH:23]=[CH:22][CH:21]=[CH:20][CH:19]=2)[CH:8]=1)[CH3:26], predict the reactants needed to synthesize it. The reactants are: [CH2:1]([N:5]1[C:10](=[O:11])[C:9]([CH2:12]OS(C)(=O)=O)=[CH:8][C:7]([C:18]2[CH:23]=[CH:22][CH:21]=[CH:20][CH:19]=2)=[N:6]1)[CH:2]([CH3:4])[CH3:3].[CH3:24][NH:25][CH3:26]. (4) Given the product [C:13]1([N:11]2[CH2:10][CH2:9][NH:8][CH:7]([C:1]3[CH:6]=[CH:5][CH:4]=[CH:3][CH:2]=3)[CH2:12]2)[CH:18]=[CH:17][CH:16]=[CH:15][CH:14]=1, predict the reactants needed to synthesize it. The reactants are: [C:1]1([CH:7]2[CH2:12][N:11]([C:13]3[CH:18]=[CH:17][CH:16]=[CH:15][CH:14]=3)[CH2:10][CH2:9][N:8]2C(OCC2C=CC=CC=2)=O)[CH:6]=[CH:5][CH:4]=[CH:3][CH:2]=1. (5) Given the product [CH2:24]([N:26]([Si:2]([CH3:9])([CH3:1])[NH:3][SiH3:4])[CH2:27][CH3:28])[CH3:25], predict the reactants needed to synthesize it. The reactants are: [CH3:1][Si:2]([CH3:9])(C)[NH:3][Si:4](C)(C)C.[Cl-].[Al+3].[Cl-].[Cl-].Cl[Si](Cl)(C)C.Cl[Si](C)(C)C.[CH2:24]([NH:26][CH2:27][CH3:28])[CH3:25]. (6) Given the product [CH3:1][O:2][C:3]1[CH:4]=[CH:5][C:6]([N:9]2[CH2:14][CH2:13][NH:12][CH2:11][CH2:10]2)=[CH:7][CH:8]=1, predict the reactants needed to synthesize it. The reactants are: [CH3:1][O:2][C:3]1[CH:8]=[CH:7][C:6]([N:9]2[CH2:14][CH2:13][N:12](C(OC(C)(C)C)=O)[CH2:11][CH2:10]2)=[CH:5][CH:4]=1.C(=O)(O)[O-].[Na+]. (7) Given the product [NH2:5][C:6]1[CH:15]=[CH:14][C:13]2[C:12](=[O:16])[NH:1][CH2:11][CH2:10][CH2:9][C:8]=2[CH:7]=1, predict the reactants needed to synthesize it. The reactants are: [N-:1]=[N+]=[N-].[Na+].[NH2:5][C:6]1[CH:7]=[C:8]2[C:13](=[CH:14][CH:15]=1)[C:12](=[O:16])[CH2:11][CH2:10][CH2:9]2.C(=O)([O-])[O-].[K+].[K+]. (8) Given the product [CH2:21]([C:18]1[CH:19]=[CH:20][C:15]([O:14][CH2:13][C@H:9]2[CH2:10][CH2:11][CH2:12][NH:8]2)=[CH:16][CH:17]=1)[CH2:22][C:23]1[CH:24]=[CH:25][CH:26]=[CH:27][CH:28]=1, predict the reactants needed to synthesize it. The reactants are: C(OC([N:8]1[CH2:12][CH2:11][CH2:10][CH:9]1[CH2:13][O:14][C:15]1[CH:20]=[CH:19][C:18]([C:21](=O)[CH2:22][C:23]2[CH:28]=[CH:27][CH:26]=[CH:25][CH:24]=2)=[CH:17][CH:16]=1)=O)(C)(C)C.C([SiH](CC)CC)C.[OH-].[Na+]. (9) The reactants are: [O:1]1[CH2:4][CH:3]([OH:5])[CH2:2]1.C([O-])([O-])=O.[K+].[K+].Cl[CH2:13][C:14]1[CH:19]=[CH:18][CH:17]=[C:16]([N+:20]([O-:22])=[O:21])[CH:15]=1.O. Given the product [N+:20]([C:16]1[CH:15]=[C:14]([CH:19]=[CH:18][CH:17]=1)[CH2:13][O:5][CH:3]1[CH2:4][O:1][CH2:2]1)([O-:22])=[O:21], predict the reactants needed to synthesize it.